From a dataset of Forward reaction prediction with 1.9M reactions from USPTO patents (1976-2016). Predict the product of the given reaction. (1) The product is: [N:12]1([CH2:17][CH2:18][O:1][C:2]2[CH:3]=[C:4]3[C:9](=[CH:10][CH:11]=2)[N:8]=[CH:7][CH:6]=[CH:5]3)[CH:16]=[CH:15][N:14]=[N:13]1. Given the reactants [OH:1][C:2]1[CH:3]=[C:4]2[C:9](=[CH:10][CH:11]=1)[N:8]=[CH:7][CH:6]=[CH:5]2.[N:12]1([CH2:17][CH2:18]O)[CH:16]=[CH:15][N:14]=[N:13]1.C1(P(C2C=CC=CC=2)C2C=CC=CC=2)C=CC=CC=1.N(C(OCC)=O)=NC(OCC)=O, predict the reaction product. (2) Given the reactants [OH-].[Na+].[F:3][C:4]1[CH:5]=[C:6]([CH:28]=[C:29]([C:31]([F:34])([F:33])[F:32])[CH:30]=1)[CH2:7][C:8]1[S:9][C:10]2[C:16]([C:17]3[CH:18]=[C:19]([CH:25]=[CH:26][CH:27]=3)[C:20](OCC)=[O:21])=[CH:15][CH:14]=[CH:13][C:11]=2[CH:12]=1.Cl.[CH3:36][O:37][CH2:38][CH2:39][NH2:40].CCN=C=NCCCN(C)C.C1C=CC2N(O)N=NC=2C=1, predict the reaction product. The product is: [F:3][C:4]1[CH:5]=[C:6]([CH:28]=[C:29]([C:31]([F:34])([F:33])[F:32])[CH:30]=1)[CH2:7][C:8]1[S:9][C:10]2[C:16]([C:17]3[CH:18]=[C:19]([CH:25]=[CH:26][CH:27]=3)[C:20]([NH:40][CH2:39][CH2:38][O:37][CH3:36])=[O:21])=[CH:15][CH:14]=[CH:13][C:11]=2[CH:12]=1. (3) The product is: [N+:1]([C:4]1[CH:5]=[C:6]([NH:10][C:11]([NH:21][C:14]2[C:15]([CH3:20])=[CH:16][C:17]([CH3:19])=[CH:18][C:13]=2[CH3:22])=[S:12])[CH:7]=[CH:8][CH:9]=1)([O-:3])=[O:2]. Given the reactants [N+:1]([C:4]1[CH:5]=[C:6]([N:10]=[C:11]=[S:12])[CH:7]=[CH:8][CH:9]=1)([O-:3])=[O:2].[C:13]1([CH3:22])[CH:18]=[C:17]([CH3:19])[CH:16]=[C:15]([CH3:20])[C:14]=1[NH2:21], predict the reaction product. (4) Given the reactants [Br:1][C:2]1[CH:3]=[C:4]([CH2:20][CH2:21][C:22]([OH:24])=[O:23])[CH:5]=[C:6]([Br:19])[C:7]=1[O:8][CH2:9][C:10]1[CH:15]=[CH:14][CH:13]=[C:12]([N+:16]([O-])=O)[CH:11]=1.[O-]S(S([O-])=O)=O.[Na+].[Na+], predict the reaction product. The product is: [Br:1][C:2]1[CH:3]=[C:4]([CH2:20][CH2:21][C:22]([OH:24])=[O:23])[CH:5]=[C:6]([Br:19])[C:7]=1[O:8][CH2:9][C:10]1[CH:15]=[CH:14][CH:13]=[C:12]([NH2:16])[CH:11]=1. (5) Given the reactants [Cl:1][C:2]1[CH:7]=[CH:6][C:5]([O:8]C)=[CH:4][C:3]=1[O:10][CH3:11].[Al+3].[Cl-].[Cl-].[Cl-].[C:16](Cl)(=[O:18])[CH3:17], predict the reaction product. The product is: [Cl:1][C:2]1[C:3]([O:10][CH3:11])=[CH:4][C:5]([OH:8])=[C:6]([C:16](=[O:18])[CH3:17])[CH:7]=1. (6) Given the reactants Br[CH2:2][C:3]1[N:4]([C:12]2[C:17]([Cl:18])=[CH:16][CH:15]=[CH:14][C:13]=2[Cl:19])[CH:5]=[C:6]([C:8]([F:11])([F:10])[F:9])[N:7]=1.[Br:20][C:21]1[CH:26]=[CH:25][C:24]([OH:27])=[CH:23][CH:22]=1.C(=O)([O-])[O-].[K+].[K+], predict the reaction product. The product is: [Br:20][C:21]1[CH:26]=[CH:25][C:24]([O:27][CH2:2][C:3]2[N:4]([C:12]3[C:17]([Cl:18])=[CH:16][CH:15]=[CH:14][C:13]=3[Cl:19])[CH:5]=[C:6]([C:8]([F:11])([F:10])[F:9])[N:7]=2)=[CH:23][CH:22]=1.